This data is from Full USPTO retrosynthesis dataset with 1.9M reactions from patents (1976-2016). The task is: Predict the reactants needed to synthesize the given product. (1) Given the product [Br:18][C:12]1[CH:11]=[C:10]([CH3:15])[CH:9]=[C:8]([C:5]2[CH:6]=[CH:7][C:2]([Cl:1])=[CH:3][CH:4]=2)[N:13]=1, predict the reactants needed to synthesize it. The reactants are: [Cl:1][C:2]1[CH:7]=[CH:6][C:5]([C:8]2[NH:13][C:12](=O)[CH:11]=[C:10]([CH3:15])[CH:9]=2)=[CH:4][CH:3]=1.P(Br)(Br)([Br:18])=O. (2) The reactants are: [CH3:1][N:2]1[CH:10]=[C:9]2[C:4]([C:5]([CH2:12][O:13][CH2:14][C:15]3([C:28]4[CH:33]=[CH:32][CH:31]=[CH:30][CH:29]=4)[CH2:20][CH2:19][N:18](C(OC(C)(C)C)=O)[CH2:17][CH2:16]3)=[CH:6][C:7]([CH3:11])=[CH:8]2)=[N:3]1. Given the product [CH3:1][N:2]1[CH:10]=[C:9]2[C:4]([C:5]([CH2:12][O:13][CH2:14][C:15]3([C:28]4[CH:29]=[CH:30][CH:31]=[CH:32][CH:33]=4)[CH2:16][CH2:17][NH:18][CH2:19][CH2:20]3)=[CH:6][C:7]([CH3:11])=[CH:8]2)=[N:3]1, predict the reactants needed to synthesize it. (3) Given the product [I-:2].[CH2:17]([O:16][C:14]1[CH:15]=[C:10]2[C:11]([C:7]([CH2:6][N+:4]([CH3:1])([CH3:3])[CH3:5])=[CH:8][NH:9]2)=[CH:12][CH:13]=1)[C:18]1[CH:23]=[CH:22][CH:21]=[CH:20][CH:19]=1, predict the reactants needed to synthesize it. The reactants are: [CH3:1][I:2].[CH3:3][N:4]([CH2:6][C:7]1[C:11]2[CH:12]=[CH:13][C:14]([O:16][CH2:17][C:18]3[CH:23]=[CH:22][CH:21]=[CH:20][CH:19]=3)=[CH:15][C:10]=2[NH:9][CH:8]=1)[CH3:5]. (4) The reactants are: [F-].C([N+](CCCC)(CCCC)CCCC)CCC.[Si]([O:36][CH2:37][CH2:38][O:39][CH2:40][C@H:41]([O:51][C:52]1[N:57]=[CH:56][N:55]=[C:54]2[N:58]([C:61]3[CH:66]=[CH:65][CH:64]=[CH:63][C:62]=3[C:67]([F:70])([F:69])[F:68])[N:59]=[CH:60][C:53]=12)[C:42]([NH:44][C:45]1[CH:50]=[CH:49][CH:48]=[CH:47][N:46]=1)=[O:43])(C(C)(C)C)(C1C=CC=CC=1)C1C=CC=CC=1. Given the product [OH:36][CH2:37][CH2:38][O:39][CH2:40][C@H:41]([O:51][C:52]1[N:57]=[CH:56][N:55]=[C:54]2[N:58]([C:61]3[CH:66]=[CH:65][CH:64]=[CH:63][C:62]=3[C:67]([F:70])([F:68])[F:69])[N:59]=[CH:60][C:53]=12)[C:42]([NH:44][C:45]1[CH:50]=[CH:49][CH:48]=[CH:47][N:46]=1)=[O:43], predict the reactants needed to synthesize it. (5) Given the product [CH3:1][O:2][C:3](=[O:35])[CH2:4][C@H:5]1[C:9]2[CH:10]=[CH:11][C:12]([O:14][C@H:15]3[C:23]4[C:18](=[C:19]([O:25][C:26]5[CH:31]=[CH:30][C:29]([C:41]6[N:37]([CH3:36])[N:38]=[CH:39][CH:40]=6)=[CH:28][C:27]=5[C:33]#[N:34])[CH:20]=[CH:21][C:22]=4[F:24])[CH2:17][CH2:16]3)=[CH:13][C:8]=2[O:7][CH2:6]1, predict the reactants needed to synthesize it. The reactants are: [CH3:1][O:2][C:3](=[O:35])[CH2:4][C@H:5]1[C:9]2[CH:10]=[CH:11][C:12]([O:14][C@H:15]3[C:23]4[C:18](=[C:19]([O:25][C:26]5[CH:31]=[CH:30][C:29](Br)=[CH:28][C:27]=5[C:33]#[N:34])[CH:20]=[CH:21][C:22]=4[F:24])[CH2:17][CH2:16]3)=[CH:13][C:8]=2[O:7][CH2:6]1.[CH3:36][N:37]1[C:41](B2OC(C)(C)C(C)(C)O2)=[CH:40][CH:39]=[N:38]1.[O-]P([O-])([O-])=O.[K+].[K+].[K+].C1(C)C=CC=CC=1. (6) Given the product [CH2:1]([C@H:8]1[CH2:12][O:11][C:10](=[O:13])[N:9]1[C:14](=[O:42])[C@@H:15]([O:32][C:33]1[CH:38]=[CH:37][C:36]([CH:39]([CH3:40])[CH3:41])=[CH:35][CH:34]=1)[C@H:16]([OH:17])[C:18]1[CH:23]=[CH:22][C:21]([OH:24])=[CH:20][CH:19]=1)[C:2]1[CH:7]=[CH:6][CH:5]=[CH:4][CH:3]=1, predict the reactants needed to synthesize it. The reactants are: [CH2:1]([C@H:8]1[CH2:12][O:11][C:10](=[O:13])[N:9]1[C:14](=[O:42])[C@@H:15]([O:32][C:33]1[CH:38]=[CH:37][C:36]([CH:39]([CH3:41])[CH3:40])=[CH:35][CH:34]=1)[C@@H:16]([C:18]1[CH:23]=[CH:22][C:21]([O:24]CC2C=CC=CC=2)=[CH:20][CH:19]=1)[OH:17])[C:2]1[CH:7]=[CH:6][CH:5]=[CH:4][CH:3]=1. (7) Given the product [F:34][C:25]1[CH:26]=[C:27]2[C:31](=[CH:32][C:24]=1[C:7]1[C:8]3[C:9](=[N:10][CH:11]=[CH:12][C:13]=3[NH:14][S:15]([C:18]3[CH:19]=[CH:20][CH:21]=[CH:22][CH:23]=3)(=[O:17])=[O:16])[N:5]([CH:3]3[CH2:2][N:1]([CH3:37])[CH2:4]3)[CH:6]=1)[N:30]([CH3:33])[CH2:29][CH2:28]2, predict the reactants needed to synthesize it. The reactants are: [NH:1]1[CH2:4][CH:3]([N:5]2[C:9]3=[N:10][CH:11]=[CH:12][C:13]([NH:14][S:15]([C:18]4[CH:23]=[CH:22][CH:21]=[CH:20][CH:19]=4)(=[O:17])=[O:16])=[C:8]3[C:7]([C:24]3[CH:32]=[C:31]4[C:27]([CH2:28][CH2:29][N:30]4[CH3:33])=[CH:26][C:25]=3[F:34])=[CH:6]2)[CH2:2]1.C=O.[C:37]([BH3-])#N.[Na+].